Dataset: Catalyst prediction with 721,799 reactions and 888 catalyst types from USPTO. Task: Predict which catalyst facilitates the given reaction. (1) Reactant: [OH:1][C:2]1[CH:7]=[CH:6][C:5]([C:8]2[N:13]=[CH:12][N:11]=[C:10]([NH:14][C@H:15]([C:23]([O:25][CH3:26])=[O:24])[CH2:16][C:17]3[CH:22]=[CH:21][CH:20]=[CH:19][CH:18]=3)[CH:9]=2)=[CH:4][CH:3]=1.C(N(CC)CC)C.[F:34][C:35]([F:48])([F:47])[S:36](O[S:36]([C:35]([F:48])([F:47])[F:34])(=[O:38])=[O:37])(=[O:38])=[O:37]. Product: [F:34][C:35]([F:48])([F:47])[S:36]([O:1][C:2]1[CH:7]=[CH:6][C:5]([C:8]2[N:13]=[CH:12][N:11]=[C:10]([NH:14][C@H:15]([C:23]([O:25][CH3:26])=[O:24])[CH2:16][C:17]3[CH:22]=[CH:21][CH:20]=[CH:19][CH:18]=3)[CH:9]=2)=[CH:4][CH:3]=1)(=[O:38])=[O:37]. The catalyst class is: 46. (2) Reactant: [C:1]([C:4]1[CH:5]=[C:6]([C:20]2[CH:25]=[CH:24][C:23]([Cl:26])=[C:22]([Cl:27])[CH:21]=2)[CH:7]=[C:8]2[C:16]=1[NH:15][C:14]1[CH:13]=[CH:12][C:11]([C:17]([OH:19])=O)=[CH:10][C:9]2=1)(=[O:3])[NH2:2].CN(C(ON1N=N[C:38]2[CH:39]=[CH:40][CH:41]=[N:42][C:37]1=2)=[N+](C)C)C.F[P-](F)(F)(F)(F)F.[CH3:52][N:53](C=O)[CH3:54]. Product: [Cl:27][C:22]1[CH:21]=[C:20]([C:6]2[CH:5]=[C:4]([C:1]([NH2:2])=[O:3])[C:16]3[NH:15][C:14]4[C:9]([C:8]=3[CH:7]=2)=[CH:10][C:11]([C:17]([N:42]2[CH2:37][CH2:38][CH:39]([N:53]([CH3:54])[CH3:52])[CH2:40][CH2:41]2)=[O:19])=[CH:12][CH:13]=4)[CH:25]=[CH:24][C:23]=1[Cl:26]. The catalyst class is: 5. (3) Reactant: [CH3:1][O:2][C:3]([C:5]1[S:12][C:11]2[C:10]([NH2:13])=[N:9][NH:8][C:7]=2[CH:6]=1)=[O:4].CCN(C(C)C)C(C)C.Cl[C:24]([O:26][CH2:27][CH3:28])=[O:25]. Product: [NH2:13][C:10]1[C:11]2[S:12][C:5]([C:3]([O:2][CH3:1])=[O:4])=[CH:6][C:7]=2[N:8]([C:24]([O:26][CH2:27][CH3:28])=[O:25])[N:9]=1. The catalyst class is: 7. (4) Reactant: [Cl:1][C:2]1[CH:13]=[C:12]([Cl:14])[C:5]2[NH:6]C(=O)O[C:9](=[O:10])[C:4]=2[CH:3]=1.CC1C=C(C)C=C(C)C=1S([O-])(=O)=O.[CH:28]([S+:31]([CH:33]([CH3:35])[CH3:34])[NH2:32])([CH3:30])[CH3:29].C([O-])(C)(C)C.[K+].O. Product: [NH2:6][C:5]1[C:12]([Cl:14])=[CH:13][C:2]([Cl:1])=[CH:3][C:4]=1[C:9]([N:32]=[S:31]([CH:33]([CH3:35])[CH3:34])[CH:28]([CH3:30])[CH3:29])=[O:10]. The catalyst class is: 2.